This data is from NCI-60 drug combinations with 297,098 pairs across 59 cell lines. The task is: Regression. Given two drug SMILES strings and cell line genomic features, predict the synergy score measuring deviation from expected non-interaction effect. Drug 1: CC(CN1CC(=O)NC(=O)C1)N2CC(=O)NC(=O)C2. Drug 2: C1CNP(=O)(OC1)N(CCCl)CCCl. Cell line: SF-295. Synergy scores: CSS=28.0, Synergy_ZIP=-2.40, Synergy_Bliss=1.11, Synergy_Loewe=-10.8, Synergy_HSA=0.261.